Predict the reaction yield, written as a fraction of the theoretical maximum amount of product (1.0 means a 100% yield; for example, 0.34 means a 34% yield). From a dataset of Reaction yield outcomes from USPTO patents with 853,638 reactions. (1) The reactants are C1(P(C2C=CC=CC=2)C2C=CC=CC=2)C=CC=CC=1.Br[C:21](Br)([F:23])[F:22].[C:25]([O:29][C:30]([N:32]1[CH2:40][C:39]2[C:34](=[CH:35][CH:36]=[C:37]([CH:41]=O)[CH:38]=2)[CH2:33]1)=[O:31])([CH3:28])([CH3:27])[CH3:26]. The catalyst is CN(C=O)C.[Zn]. The product is [C:25]([O:29][C:30]([N:32]1[CH2:40][C:39]2[C:34](=[CH:35][CH:36]=[C:37]([CH:41]=[C:21]([F:23])[F:22])[CH:38]=2)[CH2:33]1)=[O:31])([CH3:28])([CH3:27])[CH3:26]. The yield is 0.310. (2) The catalyst is CS(C)=O. The yield is 0.320. The reactants are [Cl:1][C:2]1[C:3]([C:9]2[N:14]=[C:13]([NH:15][CH2:16][CH:17]3[CH2:22][CH2:21][O:20][CH2:19][CH2:18]3)[CH:12]=[N:11][C:10]=2[C:23]([F:26])([F:25])[F:24])=[CH:4][C:5](F)=[N:6][CH:7]=1.[C@H:27]1([NH2:34])[CH2:32][CH2:31][C@H:30]([NH2:33])[CH2:29][CH2:28]1. The product is [Cl:1][C:2]1[C:3]([C:9]2[C:10]([C:23]([F:26])([F:25])[F:24])=[N:11][CH:12]=[C:13]([NH:15][CH2:16][CH:17]3[CH2:22][CH2:21][O:20][CH2:19][CH2:18]3)[N:14]=2)=[CH:4][C:5]([NH:33][C@H:30]2[CH2:31][CH2:32][C@H:27]([NH2:34])[CH2:28][CH2:29]2)=[N:6][CH:7]=1. (3) The reactants are [Cl:1][C:2]1[N:6]([CH3:7])[N:5]=[C:4]([CH3:8])[CH:3]=1.C1C(=O)N([Br:16])C(=O)C1. The catalyst is C(Cl)(Cl)(Cl)Cl. The product is [Br:16][C:3]1[C:4]([CH3:8])=[N:5][N:6]([CH3:7])[C:2]=1[Cl:1]. The yield is 0.520. (4) The reactants are C([O:3][C:4](=[O:37])[CH2:5][O:6][C:7]1[C:16]([N:17]2[CH2:23][CH2:22][CH2:21][N:20]([CH2:24][C:25]3[CH:29]=[CH:28][N:27]([C:30]4[CH:35]=[CH:34][CH:33]=[CH:32][CH:31]=4)[N:26]=3)[CH2:19][CH2:18]2)=[C:15]2[C:10]([CH:11]=[CH:12][CH:13]=[N:14]2)=[CH:9][C:8]=1[CH3:36])C.[OH-].[Na+].Cl. The catalyst is C1COCC1. The product is [CH3:36][C:8]1[CH:9]=[C:10]2[C:15](=[C:16]([N:17]3[CH2:23][CH2:22][CH2:21][N:20]([CH2:24][C:25]4[CH:29]=[CH:28][N:27]([C:30]5[CH:35]=[CH:34][CH:33]=[CH:32][CH:31]=5)[N:26]=4)[CH2:19][CH2:18]3)[C:7]=1[O:6][CH2:5][C:4]([OH:37])=[O:3])[N:14]=[CH:13][CH:12]=[CH:11]2. The yield is 0.640. (5) The reactants are [N:1]1([C:7]2[CH:14]=[CH:13][C:10]([CH:11]=O)=[C:9]([O:15][C:16]([F:19])([F:18])[F:17])[CH:8]=2)[CH2:6][CH2:5][O:4][CH2:3][CH2:2]1.[CH3:20][C:21]1([CH3:34])[CH2:26][NH:25][CH2:24][CH2:23][N:22]1[C:27]([O:29][C:30]([CH3:33])([CH3:32])[CH3:31])=[O:28].ClCCCl.[Na]. The product is [CH3:20][C:21]1([CH3:34])[CH2:26][N:25]([CH2:11][C:10]2[CH:13]=[CH:14][C:7]([N:1]3[CH2:6][CH2:5][O:4][CH2:3][CH2:2]3)=[CH:8][C:9]=2[O:15][C:16]([F:19])([F:18])[F:17])[CH2:24][CH2:23][N:22]1[C:27]([O:29][C:30]([CH3:33])([CH3:32])[CH3:31])=[O:28]. The yield is 0.980. The catalyst is O. (6) The reactants are C(OC([NH:8][C@H:9]([C:11]([NH:13][CH:14]1[N:20]=[C:19]([C:21]2[CH:26]=[CH:25][CH:24]=[CH:23][N:22]=2)[C:18]2[CH:27]=[CH:28][CH:29]=[CH:30][C:17]=2[N:16]([CH3:31])[C:15]1=[O:32])=[O:12])[CH3:10])=O)(C)(C)C.C(O)(C(F)(F)F)=O. The catalyst is C(Cl)Cl. The product is [NH2:8][C@H:9]([C:11]([NH:13][CH:14]1[N:20]=[C:19]([C:21]2[CH:26]=[CH:25][CH:24]=[CH:23][N:22]=2)[C:18]2[CH:27]=[CH:28][CH:29]=[CH:30][C:17]=2[N:16]([CH3:31])[C:15]1=[O:32])=[O:12])[CH3:10]. The yield is 0.660.